This data is from Reaction yield outcomes from USPTO patents with 853,638 reactions. The task is: Predict the reaction yield, written as a fraction of the theoretical maximum amount of product (1.0 means a 100% yield; for example, 0.34 means a 34% yield). (1) The reactants are [Cl:1][C:2]1[CH:3]=[C:4]([NH:12][C:13]2[N:17]=[C:16]([N:18](CC3C=CC(OC)=CC=3)CC3C=CC(OC)=CC=3)[N:15](CC3C=CC(OC)=CC=3)[N:14]=2)[CH:5]=[C:6]([C:8]([F:11])([F:10])[F:9])[CH:7]=1.C(O)(C(F)(F)F)=O. No catalyst specified. The product is [Cl:1][C:2]1[CH:3]=[C:4]([NH:12][C:13]2[N:17]=[C:16]([NH2:18])[NH:15][N:14]=2)[CH:5]=[C:6]([C:8]([F:9])([F:10])[F:11])[CH:7]=1. The yield is 0.350. (2) The reactants are [CH3:1][O:2][C:3]([C:5]1[C:9]([NH2:10])=[CH:8][S:7][CH:6]=1)=[O:4].C(N(C(C)C)C(C)C)C.[Br:20][C:21]1[CH:22]=[CH:23][C:24]([O:27][CH2:28][C:29](O)=[O:30])=[N:25][CH:26]=1.CN(C(ON1N=NC2C=CC=NC1=2)=[N+](C)C)C.F[P-](F)(F)(F)(F)F. The product is [CH3:1][O:2][C:3]([C:5]1[C:9]([NH:10][C:29](=[O:30])[CH2:28][O:27][C:24]2[CH:23]=[CH:22][C:21]([Br:20])=[CH:26][N:25]=2)=[CH:8][S:7][CH:6]=1)=[O:4]. The catalyst is CN(C)C=O.O. The yield is 0.730. (3) The reactants are [CH3:1][N:2]([CH3:29])[C:3]([CH2:5][N:6]1[C:12]2[CH:13]=[C:14]([N+:19]([O-])=O)[C:15]([O:17][CH3:18])=[CH:16][C:11]=2[CH2:10][N:9]([CH2:22][C:23]([N:25]([CH3:27])[CH3:26])=[O:24])[CH2:8][C:7]1=[O:28])=[O:4]. The catalyst is C(OCC)(=O)C.C(O)C.[Pd]. The product is [NH2:19][C:14]1[C:15]([O:17][CH3:18])=[CH:16][C:11]2[CH2:10][N:9]([CH2:22][C:23]([N:25]([CH3:27])[CH3:26])=[O:24])[CH2:8][C:7](=[O:28])[N:6]([CH2:5][C:3](=[O:4])[N:2]([CH3:1])[CH3:29])[C:12]=2[CH:13]=1. The yield is 0.990. (4) The yield is 0.310. The reactants are [NH2:1][CH2:2][CH2:3][N:4]1[C:12]2[CH2:11][CH2:10][CH2:9][CH2:8][C:7]=2[CH:6]=[C:5]1[C:13]([O:15]CC)=O.[C:18]([O:21][CH2:22][C:23]1[C:28]([Br:29])=[CH:27][CH:26]=[CH:25][C:24]=1Br)(=[O:20])[CH3:19].C(=O)([O-])[O-].[Cs+].[Cs+].CNCCNC. The product is [C:18]([O:21][CH2:22][C:23]1[C:24]([N:1]2[CH2:2][CH2:3][N:4]3[C:12]4[CH2:11][CH2:10][CH2:9][CH2:8][C:7]=4[CH:6]=[C:5]3[C:13]2=[O:15])=[CH:25][CH:26]=[CH:27][C:28]=1[Br:29])(=[O:20])[CH3:19]. The catalyst is [Cu](I)I.O1CCOCC1. (5) The reactants are [NH2:1][C:2]1[N:7]=[C:6]([Cl:8])[CH:5]=[C:4](Cl)[N:3]=1.[N+:10]([C:13]1[CH:18]=[CH:17][C:16]([OH:19])=[CH:15][CH:14]=1)([O-:12])=[O:11].C(=O)([O-])[O-].[K+].[K+]. The catalyst is CN(C)C=O. The product is [Cl:8][C:6]1[CH:5]=[C:4]([O:19][C:16]2[CH:17]=[CH:18][C:13]([N+:10]([O-:12])=[O:11])=[CH:14][CH:15]=2)[N:3]=[C:2]([NH2:1])[N:7]=1. The yield is 0.920. (6) The reactants are [CH:1]1([S:4](Cl)(=[O:6])=[O:5])[CH2:3][CH2:2]1.N1C=CC=CC=1.[CH2:14]([OH:18])[CH2:15][CH2:16][CH3:17]. No catalyst specified. The product is [CH:1]1([S:4]([O:18][CH2:14][CH2:15][CH2:16][CH3:17])(=[O:6])=[O:5])[CH2:3][CH2:2]1. The yield is 0.710.